Dataset: Full USPTO retrosynthesis dataset with 1.9M reactions from patents (1976-2016). Task: Predict the reactants needed to synthesize the given product. Given the product [C:26]([NH:1][CH:2]([CH2:14][O:15][CH:16]([F:18])[F:17])[C:3]([NH:5][CH2:6][C:7]1[CH:12]=[CH:11][CH:10]=[CH:9][CH:8]=1)=[O:4])(=[O:28])[CH3:27], predict the reactants needed to synthesize it. The reactants are: [NH2:1][CH:2]([CH2:14][O:15][CH:16]([F:18])[F:17])[C:3]([NH:5][CH2:6][C:7]1[CH:12]=[CH:11][C:10](F)=[CH:9][CH:8]=1)=[O:4].C(N(CC)CC)C.[CH:26](=[O:28])[CH3:27].